This data is from Forward reaction prediction with 1.9M reactions from USPTO patents (1976-2016). The task is: Predict the product of the given reaction. (1) Given the reactants CO[C:3](=[O:22])[CH2:4][C:5]1[N:9]2[CH:10]=[C:11]([CH3:14])[CH:12]=[CH:13][C:8]2=[N:7][C:6]=1[C:15]1[CH:20]=[CH:19][C:18]([CH3:21])=[CH:17][CH:16]=1.C[Si](C)(C)[N-][Si](C)(C)C.[K+].[S:33]1[CH:37]=[CH:36][CH:35]=[C:34]1[CH2:38]C(Cl)=O.Cl.C([O-])([O-])=O.[K+].[K+], predict the reaction product. The product is: [CH3:14][C:11]1[CH:12]=[CH:13][C:8]2[N:9]([C:5]([CH2:4][C:3](=[O:22])[CH2:38][C:34]3[S:33][CH:37]=[CH:36][CH:35]=3)=[C:6]([C:15]3[CH:20]=[CH:19][C:18]([CH3:21])=[CH:17][CH:16]=3)[N:7]=2)[CH:10]=1. (2) Given the reactants Br[C:2]1[CH:3]=[C:4]([C:16]#[C:17][C:18]2[CH:23]=[CH:22][C:21]([C:24]3[CH:29]=[CH:28][C:27]([Cl:30])=[CH:26][CH:25]=3)=[CH:20][N:19]=2)[CH:5]=[CH:6][C:7]=1[O:8][CH2:9][CH2:10][N:11]1[CH2:15][CH2:14][CH2:13][CH2:12]1.C([O-])([O-])=O.[Na+].[Na+], predict the reaction product. The product is: [Cl:30][C:27]1[CH:28]=[CH:29][C:24]([C:21]2[CH:22]=[CH:23][C:18]([C:17]#[C:16][C:4]3[CH:5]=[CH:6][C:7]([O:8][CH2:9][CH2:10][N:11]4[CH2:15][CH2:14][CH2:13][CH2:12]4)=[C:2]([C:18]4[CH:23]=[CH:22][CH:21]=[CH:20][N:19]=4)[CH:3]=3)=[N:19][CH:20]=2)=[CH:25][CH:26]=1.